From a dataset of Forward reaction prediction with 1.9M reactions from USPTO patents (1976-2016). Predict the product of the given reaction. Given the reactants [Cl:1][C:2]1[CH:3]=[C:4]([C:9]#[C:10][CH2:11][OH:12])[CH:5]=[CH:6][C:7]=1[Cl:8].CC(OI1(OC(C)=O)(OC(C)=O)OC(=O)C2C=CC=CC1=2)=O.C([O-])(O)=O.[Na+], predict the reaction product. The product is: [Cl:1][C:2]1[CH:3]=[C:4]([C:9]#[C:10][CH:11]=[O:12])[CH:5]=[CH:6][C:7]=1[Cl:8].